From a dataset of Catalyst prediction with 721,799 reactions and 888 catalyst types from USPTO. Predict which catalyst facilitates the given reaction. Reactant: [CH2:1]([O:8][CH2:9][C:10]1([C:17]([O:19][CH2:20][CH3:21])=[O:18])[CH2:15][CH2:14][C:13](=[O:16])[CH2:12][CH2:11]1)[C:2]1[CH:7]=[CH:6][CH:5]=[CH:4][CH:3]=1.[Li+].CC([N-]C(C)C)C.C1(N([S:37]([C:40]([F:43])([F:42])[F:41])(=[O:39])=[O:38])[S:37]([C:40]([F:43])([F:42])[F:41])(=[O:39])=[O:38])C=CC=CC=1. Product: [CH2:1]([O:8][CH2:9][C:10]1([C:17]([O:19][CH2:20][CH3:21])=[O:18])[CH2:15][CH2:14][C:13]([O:16][S:37]([C:40]([F:43])([F:42])[F:41])(=[O:39])=[O:38])=[CH:12][CH2:11]1)[C:2]1[CH:3]=[CH:4][CH:5]=[CH:6][CH:7]=1. The catalyst class is: 1.